From a dataset of Reaction yield outcomes from USPTO patents with 853,638 reactions. Predict the reaction yield, written as a fraction of the theoretical maximum amount of product (1.0 means a 100% yield; for example, 0.34 means a 34% yield). (1) The reactants are [F:1][C:2]1[C:24]([S:25]([CH:27]2[CH2:32][CH2:31][N:30]([CH:33]([CH3:35])[CH3:34])[CH2:29][CH2:28]2)=[O:26])=[CH:23][C:5]2[C:6]3[N:7]([CH:11]=[C:12]([C:14]4[N:18]([CH:19]([CH3:21])[CH3:20])[N:17]=[C:16]([CH3:22])[N:15]=4)[N:13]=3)[CH2:8][CH2:9][O:10][C:4]=2[CH:3]=1.C(O)(C(F)(F)F)=[O:37].C1C=C(Cl)C=C(C(OO)=O)C=1. The catalyst is C(Cl)Cl. The product is [F:1][C:2]1[C:24]([S:25]([CH:27]2[CH2:28][CH2:29][N:30]([CH:33]([CH3:35])[CH3:34])[CH2:31][CH2:32]2)(=[O:37])=[O:26])=[CH:23][C:5]2[C:6]3[N:7]([CH:11]=[C:12]([C:14]4[N:18]([CH:19]([CH3:20])[CH3:21])[N:17]=[C:16]([CH3:22])[N:15]=4)[N:13]=3)[CH2:8][CH2:9][O:10][C:4]=2[CH:3]=1. The yield is 0.410. (2) The reactants are [C:1]([C:5]1[C:6]([N+:17]([O-])=O)=[C:7]([OH:16])[C:8]([OH:15])=[C:9]([C:11]([CH3:14])([CH3:13])[CH3:12])[CH:10]=1)([CH3:4])([CH3:3])[CH3:2]. The catalyst is CCO.[Pd]. The product is [C:1]([C:5]1[C:6]([NH2:17])=[C:7]([OH:16])[C:8]([OH:15])=[C:9]([C:11]([CH3:14])([CH3:13])[CH3:12])[CH:10]=1)([CH3:4])([CH3:2])[CH3:3]. The yield is 0.330. (3) The reactants are [Br:1][C:2]1[CH:7]=[C:6]([O:8][CH3:9])[CH:5]=[C:4]([O:10]C)[CH:3]=1.C[S-].[Na+].Cl. The catalyst is CN1CCCC1=O. The product is [Br:1][C:2]1[CH:3]=[C:4]([OH:10])[CH:5]=[C:6]([O:8][CH3:9])[CH:7]=1. The yield is 0.860. (4) The reactants are Cl[C:2]1[CH:3]=[N:4][CH:5]=[C:6]([Cl:17])[C:7]=1[N:8]1[CH2:13][CH2:12][CH:11]([C:14]([NH2:16])=[O:15])[CH2:10][CH2:9]1.[S:18]1[CH:22]=[CH:21][CH:20]=[C:19]1B(O)O.C(=O)([O-])[O-].[Na+].[Na+]. The catalyst is C1C=CC([P]([Pd]([P](C2C=CC=CC=2)(C2C=CC=CC=2)C2C=CC=CC=2)([P](C2C=CC=CC=2)(C2C=CC=CC=2)C2C=CC=CC=2)[P](C2C=CC=CC=2)(C2C=CC=CC=2)C2C=CC=CC=2)(C2C=CC=CC=2)C2C=CC=CC=2)=CC=1.C(#N)C. The product is [Cl:17][C:6]1[CH:5]=[N:4][CH:3]=[C:2]([C:19]2[S:18][CH:22]=[CH:21][CH:20]=2)[C:7]=1[N:8]1[CH2:13][CH2:12][CH:11]([C:14]([NH2:16])=[O:15])[CH2:10][CH2:9]1. The yield is 0.100. (5) The reactants are CC([N:4]1[C:12]2[C:7](=[CH:8][CH:9]=[CH:10][CH:11]=2)[C:6]([O:13]C(C)=O)=[CH:5]1)=O.[OH-].[Na+].O.C(O)(=O)CC(CC(O)=O)(C(O)=O)O.[Na+].[Cl-]. The catalyst is O. The product is [OH:13][C:6]1[C:7]2[C:12](=[CH:11][CH:10]=[CH:9][CH:8]=2)[NH:4][CH:5]=1. The yield is 0.800. (6) The reactants are [F:1][C:2]([F:19])([F:18])[C:3]1[CH:4]=[CH:5][C:6]2[CH2:7][C@@H:8]3[CH2:17][NH:16][CH2:15][CH2:14][N:9]3[C:10](=[O:13])[C:11]=2[CH:12]=1.C1C(=O)N([Br:27])C(=O)C1. The catalyst is OS(O)(=O)=O. The product is [Br:27][C:5]1[C:6]2[CH2:7][C@@H:8]3[CH2:17][NH:16][CH2:15][CH2:14][N:9]3[C:10](=[O:13])[C:11]=2[CH:12]=[C:3]([C:2]([F:1])([F:18])[F:19])[CH:4]=1. The yield is 0.250. (7) The reactants are [N+:1]([C:4]1[CH:19]=[CH:18][CH:17]=[CH:16][C:5]=1[CH2:6][N:7]([CH2:13][C:14]#[N:15])[C:8](=[O:12])[O:9][CH2:10][CH3:11])([O-])=O.CO.C(Cl)Cl. The catalyst is C(O)(=O)C.[Fe]. The product is [CH2:10]([O:9][C:8]([N:7]1[CH2:6][C:5]2[CH:16]=[CH:17][CH:18]=[CH:19][C:4]=2[N:1]=[C:14]([NH2:15])[CH2:13]1)=[O:12])[CH3:11]. The yield is 0.260. (8) The reactants are [OH:1][CH2:2][CH2:3][NH:4][CH2:5][C:6]1[CH:7]=[C:8]([CH:11]=[CH:12][CH:13]=1)[C:9]#[N:10].[C:14](O[C:14]([O:16][C:17]([CH3:20])([CH3:19])[CH3:18])=[O:15])([O:16][C:17]([CH3:20])([CH3:19])[CH3:18])=[O:15]. The catalyst is C1COCC1. The product is [C:9]([C:8]1[CH:7]=[C:6]([CH:13]=[CH:12][CH:11]=1)[CH2:5][N:4]([CH2:3][CH2:2][OH:1])[C:14](=[O:15])[O:16][C:17]([CH3:20])([CH3:19])[CH3:18])#[N:10]. The yield is 0.960. (9) The reactants are [C:1]([C:3]1[CH:4]=[C:5]([C:13]2[O:17][N:16]=[C:15]([C:18]3[CH:19]=[CH:20][C:21]4[O:25][C:24]([C:26]5([NH:34]C(=O)OC(C)(C)C)[CH2:31][O:30]C(C)(C)[O:28][CH2:27]5)=[CH:23][C:22]=4[CH:42]=3)[N:14]=2)[CH:6]=[CH:7][C:8]=1[O:9][CH2:10][CH2:11][CH3:12])#[N:2].ClC1C=C(C2ON=C(C3C=CC4OC(C5(NC(=O)OC(C)(C)C)COC(C)(C)OC5)=CC=4C=3)N=2)C=CC=1OCCC. No catalyst specified. The product is [NH2:34][C:26]([C:24]1[O:25][C:21]2[CH:20]=[CH:19][C:18]([C:15]3[N:14]=[C:13]([C:5]4[CH:6]=[CH:7][C:8]([O:9][CH2:10][CH2:11][CH3:12])=[C:3]([CH:4]=4)[C:1]#[N:2])[O:17][N:16]=3)=[CH:42][C:22]=2[CH:23]=1)([CH2:27][OH:28])[CH2:31][OH:30]. The yield is 0.290.